This data is from Peptide-MHC class I binding affinity with 185,985 pairs from IEDB/IMGT. The task is: Regression. Given a peptide amino acid sequence and an MHC pseudo amino acid sequence, predict their binding affinity value. This is MHC class I binding data. (1) The peptide sequence is AVEGGLYPV. The MHC is HLA-A30:02 with pseudo-sequence HLA-A30:02. The binding affinity (normalized) is 0.213. (2) The peptide sequence is TEDPSSGYY. The MHC is HLA-A01:01 with pseudo-sequence HLA-A01:01. The binding affinity (normalized) is 0.0169. (3) The peptide sequence is LSIFNPCLI. The MHC is H-2-Db with pseudo-sequence H-2-Db. The binding affinity (normalized) is 0.823. (4) The peptide sequence is SSDDFALIV. The MHC is HLA-A11:01 with pseudo-sequence HLA-A11:01. The binding affinity (normalized) is 0.0847. (5) The peptide sequence is ERILSTYLGR. The MHC is HLA-A26:01 with pseudo-sequence HLA-A26:01. The binding affinity (normalized) is 0.0837. (6) The peptide sequence is RYFTVAFLF. The MHC is HLA-A29:02 with pseudo-sequence HLA-A29:02. The binding affinity (normalized) is 0.936.